Dataset: Full USPTO retrosynthesis dataset with 1.9M reactions from patents (1976-2016). Task: Predict the reactants needed to synthesize the given product. (1) Given the product [CH3:11][N:7]1[C:6]2[CH:12]=[C:2]([N:23]3[CH:24]=[CH:25][C:20]([O:19][CH2:18][C:17]4[CH:27]=[CH:28][C:14]([F:13])=[CH:15][CH:16]=4)=[CH:21][C:22]3=[O:26])[CH:3]=[CH:4][C:5]=2[N:9]=[C:8]1[CH3:10], predict the reactants needed to synthesize it. The reactants are: Br[C:2]1[CH:3]=[CH:4][C:5]2[N:9]=[C:8]([CH3:10])[N:7]([CH3:11])[C:6]=2[CH:12]=1.[F:13][C:14]1[CH:28]=[CH:27][C:17]([CH2:18][O:19][C:20]2[CH:25]=[CH:24][NH:23][C:22](=[O:26])[CH:21]=2)=[CH:16][CH:15]=1.CNCCNC.C(=O)([O-])[O-].[K+].[K+].N. (2) Given the product [C:11]([NH2:23])(=[O:12])[C:10]1[CH:14]=[CH:15][CH:16]=[CH:8][CH:9]=1, predict the reactants needed to synthesize it. The reactants are: [CH2:11]([C:8]1[CH:9]=[C:10]([CH:14]=[CH:15][CH:16]=1)[C:11]([OH:12])=[O:12])[C:10]1[CH:14]=[CH:15][CH:16]=[CH:8][CH:9]=1.C(Cl)(=O)C(Cl)=O.[NH4+:23].[OH-]. (3) Given the product [CH2:38]([O:37][C:36]([N:35]([C:33]1[N:34]=[C:21]2[N:20]([C:46]3[CH:51]=[CH:50][CH:49]=[C:48]([C:52]([F:55])([F:53])[F:54])[CH:47]=3)[C:19]([CH3:56])=[C:18]([C:16]#[N:17])[C@@H:23]([C:24]3[CH:25]=[CH:26][C:27]([C:30]#[N:31])=[CH:28][CH:29]=3)[N:22]2[N:32]=1)[CH2:8][C:9]([O:11][C:12]([CH3:15])([CH3:14])[CH3:13])=[O:10])=[O:45])[C:39]1[CH:44]=[CH:43][CH:42]=[CH:41][CH:40]=1, predict the reactants needed to synthesize it. The reactants are: C(=O)([O-])[O-].[K+].[K+].Br[CH2:8][C:9]([O:11][C:12]([CH3:15])([CH3:14])[CH3:13])=[O:10].[C:16]([C:18]1[C@@H:23]([C:24]2[CH:29]=[CH:28][C:27]([C:30]#[N:31])=[CH:26][CH:25]=2)[N:22]2[N:32]=[C:33]([NH:35][C:36](=[O:45])[O:37][CH2:38][C:39]3[CH:44]=[CH:43][CH:42]=[CH:41][CH:40]=3)[N:34]=[C:21]2[N:20]([C:46]2[CH:51]=[CH:50][CH:49]=[C:48]([C:52]([F:55])([F:54])[F:53])[CH:47]=2)[C:19]=1[CH3:56])#[N:17]. (4) Given the product [Cl:28][C:29]1[CH:30]=[C:31]([N:35]2[C:5]([C:7]3[C:12](=[O:13])[CH:11]=[CH:10][N:9]([C:14]4[CH:15]=[CH:16][C:17]([S:20]([C:23]([F:26])([F:24])[F:25])(=[O:22])=[O:21])=[CH:18][CH:19]=4)[N:8]=3)=[CH:4][CH:3]=[N:36]2)[CH:32]=[CH:33][CH:34]=1, predict the reactants needed to synthesize it. The reactants are: CN(C)/[CH:3]=[CH:4]/[C:5]([C:7]1[C:12](=[O:13])[CH:11]=[CH:10][N:9]([C:14]2[CH:19]=[CH:18][C:17]([S:20]([C:23]([F:26])([F:25])[F:24])(=[O:22])=[O:21])=[CH:16][CH:15]=2)[N:8]=1)=O.[Cl:28][C:29]1[CH:30]=[C:31]([NH:35][NH2:36])[CH:32]=[CH:33][CH:34]=1. (5) Given the product [CH:16]1([N:13]2[C:5]3[N:6]=[C:7]([NH:11][CH3:12])[N:8]=[C:9]([CH3:10])[C:4]=3[CH:3]=[C:2]([C:27]3[CH:26]=[CH:25][CH:24]=[C:23]([CH2:22][OH:21])[CH:28]=3)[C:14]2=[O:15])[CH2:20][CH2:19][CH2:18][CH2:17]1, predict the reactants needed to synthesize it. The reactants are: Br[C:2]1[C:14](=[O:15])[N:13]([CH:16]2[CH2:20][CH2:19][CH2:18][CH2:17]2)[C:5]2[N:6]=[C:7]([NH:11][CH3:12])[N:8]=[C:9]([CH3:10])[C:4]=2[CH:3]=1.[OH:21][CH2:22][C:23]1[CH:24]=[C:25](B(O)O)[CH:26]=[CH:27][CH:28]=1.CO.C([O-])(O)=O.[Na+]. (6) Given the product [C:21]([O:24][C:25]([N:5]([CH2:4][CH2:3][N:2]([CH3:1])[CH3:19])[S:6]([C:9]1[CH:18]=[CH:17][C:12]([C:13]([O:15][CH3:16])=[O:14])=[CH:11][CH:10]=1)(=[O:8])=[O:7])=[O:26])([CH3:23])([CH3:22])[CH3:20], predict the reactants needed to synthesize it. The reactants are: [CH3:1][N:2]([CH3:19])[CH2:3][CH2:4][NH:5][S:6]([C:9]1[CH:18]=[CH:17][C:12]([C:13]([O:15][CH3:16])=[O:14])=[CH:11][CH:10]=1)(=[O:8])=[O:7].[CH3:20][C:21]([O:24][C:25](O[C:25]([O:24][C:21]([CH3:23])([CH3:22])[CH3:20])=[O:26])=[O:26])([CH3:23])[CH3:22].